From a dataset of Peptide-MHC class I binding affinity with 185,985 pairs from IEDB/IMGT. Regression. Given a peptide amino acid sequence and an MHC pseudo amino acid sequence, predict their binding affinity value. This is MHC class I binding data. (1) The peptide sequence is REVFYFGKF. The MHC is HLA-B58:01 with pseudo-sequence HLA-B58:01. The binding affinity (normalized) is 0.0847. (2) The peptide sequence is CPNSYDSIM. The MHC is HLA-B44:03 with pseudo-sequence HLA-B44:03. The binding affinity (normalized) is 0.174. (3) The peptide sequence is FFQVIAKRY. The MHC is HLA-B15:01 with pseudo-sequence HLA-B15:01. The binding affinity (normalized) is 0.0847. (4) The peptide sequence is SEKMRRERA. The MHC is HLA-B08:01 with pseudo-sequence HLA-B08:01. The binding affinity (normalized) is 0.525.